The task is: Predict the reaction yield, written as a fraction of the theoretical maximum amount of product (1.0 means a 100% yield; for example, 0.34 means a 34% yield).. This data is from Reaction yield outcomes from USPTO patents with 853,638 reactions. (1) The yield is 0.620. The reactants are [O-]CC.[Na+].Cl.[NH2:6][C:7]([NH2:9])=[NH:8].ClCCl.[CH2:13]([O:15][C:16](=[O:27])[C:17]([C:21](=O)[C:22]([F:25])([F:24])[F:23])=[CH:18]OC)[CH3:14]. The catalyst is C(O)C. The product is [CH2:13]([O:15][C:16]([C:17]1[C:21]([C:22]([F:23])([F:24])[F:25])=[N:8][C:7]([NH2:9])=[N:6][CH:18]=1)=[O:27])[CH3:14]. (2) The product is [Cl:1][C:2]1[C:3]2[C:4](=[O:5])[N:14]([CH2:15][C:16]3[CH:21]=[C:20]([O:22][CH3:23])[CH:19]=[C:18]([O:24][CH3:25])[CH:17]=3)[CH:13]([CH3:26])[C:7]=2[C:8]([F:12])=[C:9]([Cl:11])[N:10]=1. The yield is 0.160. The reactants are [Cl:1][C:2]1[N:10]=[C:9]([Cl:11])[C:8]([F:12])=[C:7]([CH:13]=[N:14][CH2:15][C:16]2[CH:21]=[C:20]([O:22][CH3:23])[CH:19]=[C:18]([O:24][CH3:25])[CH:17]=2)[C:3]=1[C:4](O)=[O:5].[CH3:26][Li].Cl. The catalyst is C1COCC1.